Dataset: Catalyst prediction with 721,799 reactions and 888 catalyst types from USPTO. Task: Predict which catalyst facilitates the given reaction. (1) Reactant: [O:1]=[C:2]1[O:6][C:5]([CH2:7][CH2:8][C:9]([OH:11])=O)=[N:4][N:3]1[C:12]1[CH:17]=[CH:16][CH:15]=[CH:14][CH:13]=1.[B-](F)(F)(F)F.CCOC(C(C#N)=NOC(N(C)C)=[N+](C)C)=O.[NH:40]1[CH2:45][CH2:44][CH2:43][CH2:42][CH2:41]1. Product: [O:11]=[C:9]([N:40]1[CH2:45][CH2:44][CH2:43][CH2:42][CH2:41]1)[CH2:8][CH2:7][C:5]1[O:6][C:2](=[O:1])[N:3]([C:12]2[CH:17]=[CH:16][CH:15]=[CH:14][CH:13]=2)[N:4]=1. The catalyst class is: 3. (2) Reactant: N1C(C)=CC=CC=1C.[F:9][C:10]([F:23])([F:22])[S:11]([O:14]S(C(F)(F)F)(=O)=O)(=[O:13])=[O:12].[CH3:24][C:25]1[NH:26][C:27]2[CH:28]=[CH:29][CH:30]=[C:31](O)[C:32]=2[CH:33]=1. Product: [F:9][C:10]([F:23])([F:22])[S:11]([O:14][C:31]1[CH:30]=[CH:29][CH:28]=[C:27]2[C:32]=1[CH:33]=[C:25]([CH3:24])[NH:26]2)(=[O:13])=[O:12]. The catalyst class is: 34. (3) Product: [OH:22][NH:21][C:19]([C:14]1[CH:15]=[C:16]2[C:11](=[CH:12][CH:13]=1)[CH2:10][N:9]([C:7]([NH:6][CH2:5][CH2:4][CH2:3][O:2][CH3:1])=[O:8])[CH2:18][CH2:17]2)=[O:20]. The catalyst class is: 5. Reactant: [CH3:1][O:2][CH2:3][CH2:4][CH2:5][NH:6][C:7]([N:9]1[CH2:18][CH2:17][C:16]2[C:11](=[CH:12][CH:13]=[C:14]([C:19]([NH:21][O:22]C3CCCCO3)=[O:20])[CH:15]=2)[CH2:10]1)=[O:8].Cl. (4) Reactant: Cl.[CH:2]1[C:14]2[NH:13][C:12]3[C:7](=[CH:8][CH:9]=[CH:10][CH:11]=3)[C:6]=2[CH:5]=[CH:4][C:3]=1[O:15][CH2:16][CH2:17][NH:18][CH2:19][CH:20]([C:22]1[CH:23]=[CH:24][C:25]([O:32]CC2C=CC=CC=2)=[C:26]([NH:28][C:29]([NH2:31])=[O:30])[CH:27]=1)[OH:21].CO.C(Cl)(Cl)[Cl:43]. Product: [ClH:43].[CH:2]1[C:14]2[NH:13][C:12]3[C:7](=[CH:8][CH:9]=[CH:10][CH:11]=3)[C:6]=2[CH:5]=[CH:4][C:3]=1[O:15][CH2:16][CH2:17][NH:18][CH2:19][CH:20]([C:22]1[CH:23]=[CH:24][C:25]([OH:32])=[C:26]([NH:28][C:29]([NH2:31])=[O:30])[CH:27]=1)[OH:21]. The catalyst class is: 19. (5) Reactant: C([O:3][C:4]([C:6]1[CH:10]=[C:9]([NH:11][C:12](=[O:17])[C:13]([CH3:16])([CH3:15])[CH3:14])[N:8]([C:18]2[CH:23]=[CH:22][CH:21]=[CH:20][CH:19]=2)[N:7]=1)=[O:5])C.C(=O)([O-])[O-].[Cs+].[Cs+].IC.[OH-].[Na+]. Product: [CH3:14][C:13]([CH3:16])([CH3:15])[C:12]([NH:11][C:9]1[N:8]([C:18]2[CH:19]=[CH:20][CH:21]=[CH:22][CH:23]=2)[N:7]=[C:6]([C:4]([OH:5])=[O:3])[CH:10]=1)=[O:17]. The catalyst class is: 21. (6) Reactant: Cl.[Cl:2][C:3]1[N:4]=[C:5]([C:10]([NH:12][C@H:13]2[CH2:18][CH2:17][NH:16][CH2:15][C@H:14]2[O:19][CH2:20][CH3:21])=[O:11])[NH:6][C:7]=1[CH2:8][CH3:9].Cl[C:23]1[CH:28]=[CH:27][CH:26]=[CH:25][N:24]=1.C(=O)([O-])[O-].[Na+].[Na+]. Product: [Cl:2][C:3]1[N:4]=[C:5]([C:10]([NH:12][C@H:13]2[CH2:18][CH2:17][N:16]([C:23]3[CH:28]=[CH:27][CH:26]=[CH:25][N:24]=3)[CH2:15][C@H:14]2[O:19][CH2:20][CH3:21])=[O:11])[NH:6][C:7]=1[CH2:8][CH3:9]. The catalyst class is: 39. (7) Reactant: [Cl:1][C:2]1[CH:9]=[CH:8][C:5]([C:6]#[N:7])=[C:4]([O:10][CH:11]([C:16]2[CH:20]=[CH:19][S:18][CH:17]=2)[CH2:12][CH2:13][CH2:14][OH:15])[CH:3]=1.C1(P(C2C=CC=CC=2)C2C=CC=CC=2)C=CC=CC=1.I[N:41]1C(=[O:46])CC[C:42]1=O.CN.[C:50](=[O:53])([OH:52])[O-].[Na+]. Product: [C:14]([OH:15])(=[O:46])[C:50]([OH:52])=[O:53].[Cl:1][C:2]1[CH:9]=[CH:8][C:5]([C:6]#[N:7])=[C:4]([O:10][CH:11]([C:16]2[CH:20]=[CH:19][S:18][CH:17]=2)[CH2:12][CH2:13][CH2:14][NH:41][CH3:42])[CH:3]=1. The catalyst class is: 7. (8) Reactant: N1CCCCC1.[OH:7][C:8]1[CH:9]=[C:10]([CH:13]=[CH:14][C:15]=1[O:16][CH3:17])[CH:11]=O.C([CH2:21][C:22]([NH:24][C:25]1[CH:33]=[CH:32][CH:31]=[CH:30][C:26]=1[C:27]([OH:29])=[O:28])=[O:23])(O)=O.Cl. Product: [OH:7][C:8]1[CH:9]=[C:10](/[CH:11]=[CH:21]/[C:22]([NH:24][C:25]2[CH:33]=[CH:32][CH:31]=[CH:30][C:26]=2[C:27]([OH:29])=[O:28])=[O:23])[CH:13]=[CH:14][C:15]=1[O:16][CH3:17]. The catalyst class is: 11. (9) Reactant: Cl[C:2]1[N:7]=[CH:6][N:5]=[C:4]([NH:8][C:9]2[CH:33]=[CH:32][C:12]([C:13]([NH:15][C:16]3[S:20][N:19]=[C:18]([C:21]4[CH:26]=[CH:25][C:24]([F:27])=[C:23]([C:28]([F:31])([F:30])[F:29])[CH:22]=4)[N:17]=3)=[O:14])=[CH:11][CH:10]=2)[CH:3]=1.[NH2:34][CH2:35][C@@H:36]([C@@H:38]1[CH2:42][O:41][C:40]([CH3:44])([CH3:43])[O:39]1)[OH:37]. Product: [OH:37][C@H:36]([C@@H:38]1[CH2:42][O:41][C:40]([CH3:44])([CH3:43])[O:39]1)[CH2:35][NH:34][C:2]1[N:7]=[CH:6][N:5]=[C:4]([NH:8][C:9]2[CH:33]=[CH:32][C:12]([C:13]([NH:15][C:16]3[S:20][N:19]=[C:18]([C:21]4[CH:26]=[CH:25][C:24]([F:27])=[C:23]([C:28]([F:31])([F:30])[F:29])[CH:22]=4)[N:17]=3)=[O:14])=[CH:11][CH:10]=2)[CH:3]=1. The catalyst class is: 12. (10) Reactant: [F:1][C:2]1[N:7]=[CH:6][C:5]([C:8]2[S:12][C:11]([S:13](Cl)(=[O:15])=[O:14])=[CH:10][C:9]=2[CH3:17])=[CH:4][CH:3]=1.[OH-].[NH4+:19]. Product: [F:1][C:2]1[N:7]=[CH:6][C:5]([C:8]2[S:12][C:11]([S:13]([NH2:19])(=[O:15])=[O:14])=[CH:10][C:9]=2[CH3:17])=[CH:4][CH:3]=1. The catalyst class is: 12.